Dataset: Catalyst prediction with 721,799 reactions and 888 catalyst types from USPTO. Task: Predict which catalyst facilitates the given reaction. (1) Reactant: N[C:2](=[CH:20][C:21]([O:23][CH3:24])=[O:22])[CH:3]([O:5][C:6]([C:8]1[CH:13]=[CH:12][C:11]([C:14]2[CH:19]=[CH:18][CH:17]=[CH:16][CH:15]=2)=[CH:10][CH:9]=1)=[O:7])[CH3:4].C([O-])(=[O:27])C.[NH4+]. Product: [CH3:24][O:23][C:21]([CH2:20][C:2](=[O:27])[CH:3]([O:5][C:6]([C:8]1[CH:13]=[CH:12][C:11]([C:14]2[CH:19]=[CH:18][CH:17]=[CH:16][CH:15]=2)=[CH:10][CH:9]=1)=[O:7])[CH3:4])=[O:22]. The catalyst class is: 15. (2) Reactant: [CH2:1]([C:8]1[CH:13]=[C:12]([C:14]([O:16][CH3:17])=[O:15])[CH:11]=[CH:10][N:9]=1)[C:2]1[CH:7]=[CH:6][CH:5]=[CH:4][CH:3]=1.Br[CH2:19][C:20](=O)[CH2:21][C:22]1[CH:27]=[CH:26][CH:25]=[C:24]([F:28])[C:23]=1[CH3:29].C(=O)([O-])[O-].[Na+].[Na+]. Product: [CH3:17][O:16][C:14]([C:12]1[CH:11]=[CH:10][N:9]2[C:8]([CH:13]=1)=[C:1]([C:2]1[CH:3]=[CH:4][CH:5]=[CH:6][CH:7]=1)[C:20]([CH2:21][C:22]1[CH:27]=[CH:26][CH:25]=[C:24]([F:28])[C:23]=1[CH3:29])=[CH:19]2)=[O:15]. The catalyst class is: 21. (3) Reactant: [NH2:1][CH:2]1[CH2:7][CH2:6][CH:5]([OH:8])[CH2:4][CH2:3]1.C(OC(N1[C:22](=[O:23])[C:21]2[C:16](=[CH:17][CH:18]=[CH:19][CH:20]=2)[C:15]1=[O:24])=O)C. Product: [OH:8][CH:5]1[CH2:6][CH2:7][CH:2]([N:1]2[C:22](=[O:23])[C:21]3[C:16](=[CH:17][CH:18]=[CH:19][CH:20]=3)[C:15]2=[O:24])[CH2:3][CH2:4]1. The catalyst class is: 2.